Regression/Classification. Given a drug SMILES string, predict its absorption, distribution, metabolism, or excretion properties. Task type varies by dataset: regression for continuous measurements (e.g., permeability, clearance, half-life) or binary classification for categorical outcomes (e.g., BBB penetration, CYP inhibition). For this dataset (solubility_aqsoldb), we predict Y. From a dataset of Aqueous solubility values for 9,982 compounds from the AqSolDB database. (1) The drug is CC1=CCC(CCC(C)CO)C1(C)C. The Y is -3.84 log mol/L. (2) The molecule is COS(=O)(=O)[O-].Cc1ccc(N(C)N=CC2=[N+](C)c3ccccc3C2(C)C)cc1. The Y is -1.68 log mol/L. (3) The drug is CC(CC=O)CCCC(C)(C)O.c1ccc2[nH]ccc2c1. The Y is -4.92 log mol/L. (4) The molecule is CCc1ccccc1C. The Y is -3.21 log mol/L. (5) The molecule is CSc1nc(N(C)C)nc(N(C)C)n1. The Y is -2.68 log mol/L.